Dataset: Forward reaction prediction with 1.9M reactions from USPTO patents (1976-2016). Task: Predict the product of the given reaction. (1) Given the reactants [CH3:1][Mg]Br.[Cl:4][C:5]1[CH:10]=[CH:9][C:8]([C:11]([CH:13]2[CH2:15][C:14]2([F:17])[F:16])=[O:12])=[CH:7][CH:6]=1, predict the reaction product. The product is: [Cl:4][C:5]1[CH:6]=[CH:7][C:8]([C:11]([CH:13]2[CH2:15][C:14]2([F:16])[F:17])([OH:12])[CH3:1])=[CH:9][CH:10]=1. (2) Given the reactants CC1(C)C(C)(C)OB([C:9]2[CH:10]=[N:11][C:12]([N:15]3[C:23]4[C:18](=[CH:19][CH:20]=[C:21]([C:24]([O:26][CH3:27])=[O:25])[CH:22]=4)[C:17]4([CH2:29][CH2:28]4)[CH2:16]3)=[N:13][CH:14]=2)O1.C([O-])([O-])=O.[K+].[K+].Br[C:38]1[CH:43]=[C:42]([S:44][CH3:45])[CH:41]=[CH:40][N:39]=1, predict the reaction product. The product is: [CH3:45][S:44][C:42]1[CH:41]=[CH:40][N:39]=[C:38]([C:9]2[CH:10]=[N:11][C:12]([N:15]3[C:23]4[C:18](=[CH:19][CH:20]=[C:21]([C:24]([O:26][CH3:27])=[O:25])[CH:22]=4)[C:17]4([CH2:29][CH2:28]4)[CH2:16]3)=[N:13][CH:14]=2)[CH:43]=1. (3) Given the reactants [CH2:1]([O:5][C:6]1[C:15]2[C:10](=[CH:11][CH:12]=[C:13]([C:16]#[N:17])[CH:14]=2)[C:9](=[O:18])[N:8]([CH2:19][CH:20]([CH3:22])[CH3:21])[C:7]=1[CH2:23][NH:24][C:25](=[O:31])[O:26][C:27]([CH3:30])([CH3:29])[CH3:28])[CH2:2][CH2:3][CH3:4].Cl.C(N(CC)CC)C.[N-:40]=[N+:41]=[N-:42].[Na+].O, predict the reaction product. The product is: [CH2:1]([O:5][C:6]1[C:15]2[C:10](=[CH:11][CH:12]=[C:13]([C:16]3[NH:42][N:41]=[N:40][N:17]=3)[CH:14]=2)[C:9](=[O:18])[N:8]([CH2:19][CH:20]([CH3:21])[CH3:22])[C:7]=1[CH2:23][NH:24][C:25](=[O:31])[O:26][C:27]([CH3:28])([CH3:30])[CH3:29])[CH2:2][CH2:3][CH3:4]. (4) Given the reactants C([Li])CCC.C(NC(C)C)(C)C.[Cl:13][C:14]1[N:19]=[C:18]2[CH:20]=[CH:21][N:22]([S:23]([C:26]3[CH:31]=[CH:30][CH:29]=[CH:28][CH:27]=3)(=[O:25])=[O:24])[C:17]2=[CH:16][CH:15]=1.[C:32]([O:36][C:37](O[C:37]([O:36][C:32]([CH3:35])([CH3:34])[CH3:33])=[O:38])=[O:38])([CH3:35])([CH3:34])[CH3:33], predict the reaction product. The product is: [Cl:13][C:14]1[N:19]=[C:18]2[CH:20]=[C:21]([C:37]([O:36][C:32]([CH3:35])([CH3:34])[CH3:33])=[O:38])[N:22]([S:23]([C:26]3[CH:31]=[CH:30][CH:29]=[CH:28][CH:27]=3)(=[O:25])=[O:24])[C:17]2=[CH:16][CH:15]=1. (5) Given the reactants [H-].[Na+].[C:3]([C:7]1[CH:12]=[C:11]([C:13]([CH3:16])([CH3:15])[CH3:14])[CH:10]=[CH:9][C:8]=1[OH:17])([CH3:6])([CH3:5])[CH3:4].[CH2:18]([O:20][P:21](Cl)(=[O:25])[O:22][CH2:23][CH3:24])[CH3:19], predict the reaction product. The product is: [CH2:18]([O:20][P:21](=[O:25])([O:22][CH2:23][CH3:24])[O:17][C:8]1[CH:9]=[CH:10][C:11]([C:13]([CH3:16])([CH3:15])[CH3:14])=[CH:12][C:7]=1[C:3]([CH3:6])([CH3:5])[CH3:4])[CH3:19].